Dataset: Forward reaction prediction with 1.9M reactions from USPTO patents (1976-2016). Task: Predict the product of the given reaction. (1) Given the reactants [CH:1]1[C:13]2[NH:12][C:11]3[C:6](=[CH:7][CH:8]=[CH:9][CH:10]=3)[C:5]=2[CH:4]=[CH:3][CH:2]=1.[Br:14]N1C(=O)CCC1=O.O, predict the reaction product. The product is: [Br:14][C:3]1[CH:2]=[CH:1][C:13]2[NH:12][C:11]3[C:6]([C:5]=2[CH:4]=1)=[CH:7][CH:8]=[CH:9][CH:10]=3. (2) Given the reactants [C:1]([O:5][C:6]([NH:8][CH2:9][C:10]([NH:12][C@@H:13]([C:21]([O:23]C)=[O:22])[CH2:14][CH:15]1[CH2:20][CH2:19][CH2:18][CH2:17][CH2:16]1)=[O:11])=[O:7])([CH3:4])([CH3:3])[CH3:2].[OH-].[Na+].C(O)(=O)C.CS(O)(=O)=O, predict the reaction product. The product is: [C:1]([O:5][C:6]([NH:8][CH2:9][C:10]([NH:12][C@@H:13]([C:21]([OH:23])=[O:22])[CH2:14][CH:15]1[CH2:16][CH2:17][CH2:18][CH2:19][CH2:20]1)=[O:11])=[O:7])([CH3:4])([CH3:2])[CH3:3]. (3) The product is: [ClH:30].[ClH:30].[CH3:1][N:2]1[C:6]2[CH:7]=[C:8]([O:11][C:12]3[CH:13]=[N:14][CH:15]=[CH:16][CH:17]=3)[CH:9]=[CH:10][C:5]=2[N:4]=[C:3]1[CH2:18][O:19][C:20]1[CH:21]=[C:22]([CH:27]=[CH:28][CH:29]=1)[C:23]([O:25][CH3:26])=[O:24]. Given the reactants [CH3:1][N:2]1[C:6]2[CH:7]=[C:8]([O:11][C:12]3[CH:13]=[N:14][CH:15]=[CH:16][CH:17]=3)[CH:9]=[CH:10][C:5]=2[N:4]=[C:3]1[CH2:18][O:19][C:20]1[CH:21]=[C:22]([CH:27]=[CH:28][CH:29]=1)[C:23]([O:25][CH3:26])=[O:24].[ClH:30], predict the reaction product. (4) Given the reactants CN(C)[CH:3]=[CH:4][C:5]([C:7]1[CH:12]=[CH:11][CH:10]=[CH:9][C:8]=1[OH:13])=[O:6].[Br:15]Br.O, predict the reaction product. The product is: [Br:15][C:4]1[C:5](=[O:6])[C:7]2[C:8](=[CH:9][CH:10]=[CH:11][CH:12]=2)[O:13][CH:3]=1.